This data is from Peptide-MHC class II binding affinity with 134,281 pairs from IEDB. The task is: Regression. Given a peptide amino acid sequence and an MHC pseudo amino acid sequence, predict their binding affinity value. This is MHC class II binding data. (1) The peptide sequence is QKLMEDINVGFKAAV. The MHC is HLA-DQA10201-DQB10202 with pseudo-sequence HLA-DQA10201-DQB10202. The binding affinity (normalized) is 0.169. (2) The peptide sequence is QELQIVDKIDAAFKI. The MHC is DRB3_0101 with pseudo-sequence DRB3_0101. The binding affinity (normalized) is 0.688.